Binary Classification. Given a miRNA mature sequence and a target amino acid sequence, predict their likelihood of interaction. From a dataset of Experimentally validated miRNA-target interactions with 360,000+ pairs, plus equal number of negative samples. (1) The miRNA is dre-miR-29b with sequence UAGCACCAUUUGAAAUCAGUGU. The protein sequence of the target gene is MSETPAQSSIKQERISYTPPESPVASHRSSTPLHVHTVPRALRMEEDSIHLPTHLRLQPIYWSRDDVAQWLKWAENEFSLRPIESNKFEMNGKALLLLTKEDFRYRSPHSGDVLYELLQHILKQRKSRMLFSPFFPPGDSIHTKPEVLLHQNHDEDNCVQRTPRTPAESVHHNPPTIELLHRPRSPITTNHRPSPDPEQQRPQRSPLDNMSRRLSPVEKAQGPRLQQENNHQETYPLSVSPVENNHCLPSSPWQESTRVIQLMPSPIMHPLILNPRHSHSVDFKQSRHSEDGMNREGKPI.... Result: 0 (no interaction). (2) The miRNA is hsa-miR-200a-3p with sequence UAACACUGUCUGGUAACGAUGU. The protein sequence of the target gene is MALLFARSLRLCRWGAKRLGVASTEAQRGVSFKLEEKTAHSSLALFRDDMGVKYGLVGLEPTKVALNVERFREWAVVLADTAVTSGRHYWEVTVKRSQQFRIGVADVDMSRDSCIGVDDRSWVFTYAQRKWYTMLANEKAPVEGIGQPEKVGLLLEYEAQKLSLVDVSQVSVVHTLQTDFRGPVVPAFALWDGELLTHSGLEVPEGL. Result: 1 (interaction). (3) The miRNA is hsa-miR-26b-5p with sequence UUCAAGUAAUUCAGGAUAGGU. The protein sequence of the target gene is MRGANAWAPLCLLLAAATQLSRQQSPERPVFTCGGILTGESGFIGSEGFPGVYPPNSKCTWKITVPEGKVVVLNFRFIDLESDNLCRYDFVDVYNGHANGQRIGRFCGTFRPGALVSSGNKMMVQMISDANTAGNGFMAMFSAAEPNERGDQYCGGLLDRPSGSFKTPNWPDRDYPAGVTCVWHIVAPKNQLIELKFEKFDVERDNYCRYDYVAVFNGGEVNDARRIGKYCGDSPPAPIVSERNELLIQFLSDLSLTADGFIGHYIFRPKKLPTTTEQPVTTTFPVTTGLKPTVALCQQK.... Result: 1 (interaction). (4) The miRNA is mmu-miR-466f-5p with sequence UACGUGUGUGUGCAUGUGCAUG. The protein sequence of the target gene is MESRAYPLNLTLKEEQKEEEVEIQELEDGPIDMQKVQICSEGAWVPALFDEVAIYFSDEEWEVLTEQQKALYREVMRMNYETVLSLEFPFPKPDMINRLERDEECPNSDEWRLQGVTFAENEESDFRTPDWASPTNATSHFPQPQPFNSFGLRLPQDITELPEWTEGYPFYMAMGFPGYDLSADDLASKFQFSRGMRRSYDAGFKLMVVEYAESTNNCQAAKQFGVLEKNVRDWRKVKPQLQNAHAMRRAFRGPKNGRFALVDQRVAEYVRYMQAKGDPITREAMQLKALEIAQEMNIPE.... Result: 1 (interaction). (5) The miRNA is hsa-miR-625-3p with sequence GACUAUAGAACUUUCCCCCUCA. The protein sequence of the target gene is MKPSWLQCRKVTSAGGLGGPLPGSSPARGAGAALRALVVPGPRGGLGGRGCRALSSGSGSEYKTHFAASVTDPERFWGKAAEQISWYKPWTKTLENKHSPSTRWFVEGMLNICYNAVDRHIENGKGDKIAIIYDSPVTNTKATFTYKEVLEQVSKLAGVLVKHGIKKGDTVVIYMPMIPQAMYTMLACARIGAIHSLIFGGFASKELSSRIDHVKPKVVVTASFGIEPGRRVEYVPLVEEALKIGQHKPDKILIYNRPNMEAVPLAPGRDLDWDEEMAKAQSHDCVPVLSEHPLYILYTS.... Result: 0 (no interaction). (6) The miRNA is ath-miR169a-5p with sequence CAGCCAAGGAUGACUUGCCGA. The protein sequence of the target gene is MTAREHSPRHGARARAMQRASTIDVAADMVGLSLAGNIQDPDEPILEFSLACSELHTPSLDRKPNSFVAVSVTTPPQAFWTKHAQTEIIEGTNNPIFLSSIAFFQDSLINQMTQIKLSVYDVKDRSQGTMYLLGSGTFVVKDLLQDRHHRLHLTLRSAESDRVGNITVIGWQMEEKSDQQPPVTRFLDTVNGRMVLPVDESLTEALGIRSKYAFLRKDSLLKAVFGGAICRMYRFPTTDGNHLRILEQMAESVLSLHVPRQFVKLLLEEDAARVCELEELGELSPCWESLRRQIVTQYQT.... Result: 0 (no interaction). (7) The miRNA is hsa-miR-1301-3p with sequence UUGCAGCUGCCUGGGAGUGACUUC. The protein sequence of the target gene is MAGSGRLVLRPWIRELILGSETPSSPRAGQLLEVLQDAEAAVAGPSHAPDTSDVGATLLVSDGTHSVRCLVTREALDTSDWEEKEFGFRGTEGRLLLLQDCGVHVQVAEGGAPAEFYLQVDRFSLLPTEQPRLRVPGCNQDLDVQKKLYDCLEEHLSESTSSNAGLSLSQLLDEMREDQEHQGALVCLAESCLTLEGPCTAPPVTHWAASRCKATGEAVYTVPSSMLCISENDQLILSSLGPCQRTQGPELPPPDPALQDLSLTLIASPPSSPSSSGTPALPGHMSSEESGTSISLLPAL.... Result: 0 (no interaction).